From a dataset of Full USPTO retrosynthesis dataset with 1.9M reactions from patents (1976-2016). Predict the reactants needed to synthesize the given product. Given the product [CH3:3][C:4]1[CH2:12][C:11]2[C:6]([CH:5]=1)=[C:7]([C:14]1[CH:19]=[CH:18][CH:17]=[CH:16][CH:15]=1)[CH:8]=[C:9]([CH3:13])[CH:10]=2, predict the reactants needed to synthesize it. The reactants are: [BH4-].[Na+].[CH3:3][CH:4]1[CH2:12][C:11]2[C:6](=[C:7]([C:14]3[CH:19]=[CH:18][CH:17]=[CH:16][CH:15]=3)[CH:8]=[C:9]([CH3:13])[CH:10]=2)[C:5]1=O.C1(C)C=CC=CC=1.S(=O)(=O)(O)O.